This data is from Forward reaction prediction with 1.9M reactions from USPTO patents (1976-2016). The task is: Predict the product of the given reaction. Given the reactants [Br:1][C:2]1[CH:7]=[CH:6][C:5]([C:8]2[C:12]3[CH:13]=[CH:14][C:15]([OH:17])=[CH:16][C:11]=3[S:10][N:9]=2)=[CH:4][CH:3]=1.[F:18][C:19]([F:34])([F:33])[C:20]([C:26]1[CH:31]=[CH:30][C:29]([OH:32])=[CH:28][CH:27]=1)([OH:25])[C:21]([F:24])([F:23])[F:22].C([O-])([O-])=O.[Cs+].[Cs+].[I-].[K+].[CH3:43][C:44]([CH3:46])=O, predict the reaction product. The product is: [Br:1][C:2]1[CH:3]=[CH:4][C:5]([C:8]2[C:12]3[CH:13]=[CH:14][C:15]([O:17][CH2:43][CH2:44][CH2:46][O:32][C:29]4[CH:30]=[CH:31][C:26]([C:20]([OH:25])([C:21]([F:23])([F:22])[F:24])[C:19]([F:33])([F:34])[F:18])=[CH:27][CH:28]=4)=[CH:16][C:11]=3[S:10][N:9]=2)=[CH:6][CH:7]=1.